Dataset: NCI-60 drug combinations with 297,098 pairs across 59 cell lines. Task: Regression. Given two drug SMILES strings and cell line genomic features, predict the synergy score measuring deviation from expected non-interaction effect. Drug 1: C1CC(=O)NC(=O)C1N2CC3=C(C2=O)C=CC=C3N. Drug 2: CCC1(CC2CC(C3=C(CCN(C2)C1)C4=CC=CC=C4N3)(C5=C(C=C6C(=C5)C78CCN9C7C(C=CC9)(C(C(C8N6C=O)(C(=O)OC)O)OC(=O)C)CC)OC)C(=O)OC)O.OS(=O)(=O)O. Cell line: NCI-H322M. Synergy scores: CSS=-1.36, Synergy_ZIP=-0.898, Synergy_Bliss=-1.17, Synergy_Loewe=-2.57, Synergy_HSA=-1.25.